From a dataset of Forward reaction prediction with 1.9M reactions from USPTO patents (1976-2016). Predict the product of the given reaction. (1) Given the reactants Cl[CH:2]([CH:15]1[CH2:20][CH2:19][CH2:18][CH2:17][CH2:16]1)[C:3]1[O:4][C:5]2[CH:12]=[CH:11][C:10]([O:13][CH3:14])=[CH:9][C:6]=2[C:7]=1[CH3:8].[NH2:21][C:22]1[CH:27]=[CH:26][C:25]([C:28]([NH:30][CH2:31][CH2:32][C:33]([O:35]CC)=[O:34])=[O:29])=[CH:24][CH:23]=1, predict the reaction product. The product is: [CH:15]1([CH:2]([NH:21][C:22]2[CH:23]=[CH:24][C:25]([C:28]([NH:30][CH2:31][CH2:32][C:33]([OH:35])=[O:34])=[O:29])=[CH:26][CH:27]=2)[C:3]2[O:4][C:5]3[CH:12]=[CH:11][C:10]([O:13][CH3:14])=[CH:9][C:6]=3[C:7]=2[CH3:8])[CH2:20][CH2:19][CH2:18][CH2:17][CH2:16]1. (2) The product is: [N:10]1([CH2:6][C:5]2[CH:8]=[CH:9][C:2]([OH:1])=[CH:3][CH:4]=2)[CH2:15][CH2:14][CH2:13][CH2:12][CH2:11]1. Given the reactants [OH:1][C:2]1[CH:9]=[CH:8][C:5]([CH:6]=O)=[CH:4][CH:3]=1.[NH:10]1[CH2:15][CH2:14][CH2:13][CH2:12][CH2:11]1.C(O[BH-](OC(=O)C)OC(=O)C)(=O)C.[Na+].C(=O)(O)[O-].[Na+], predict the reaction product. (3) Given the reactants [C:1]([O:5][C:6]([CH2:8][C:9]([OH:11])=O)=[O:7])([CH3:4])([CH3:3])[CH3:2].C1CN([P+](ON2N=NC3C=CC=CC2=3)(N2CCCC2)N2CCCC2)CC1.F[P-](F)(F)(F)(F)F.CCN(C(C)C)C(C)C.[NH2:54][C:55]1[CH:56]=[C:57]([C:61]2[N:70]=[C:69]([NH:71][C:72]3[CH:73]=[C:74]4[C:78](=[CH:79][CH:80]=3)[N:77]([C:81]([O:83][C:84]([CH3:87])([CH3:86])[CH3:85])=[O:82])[N:76]=[CH:75]4)[C:68]3[C:63](=[CH:64][CH:65]=[CH:66][CH:67]=3)[N:62]=2)[CH:58]=[CH:59][CH:60]=1, predict the reaction product. The product is: [C:1]([O:5][C:6]([CH2:8][C:9]([NH:54][C:55]1[CH:56]=[C:57]([C:61]2[N:70]=[C:69]([NH:71][C:72]3[CH:73]=[C:74]4[C:78](=[CH:79][CH:80]=3)[N:77]([C:81]([O:83][C:84]([CH3:87])([CH3:86])[CH3:85])=[O:82])[N:76]=[CH:75]4)[C:68]3[C:63](=[CH:64][CH:65]=[CH:66][CH:67]=3)[N:62]=2)[CH:58]=[CH:59][CH:60]=1)=[O:11])=[O:7])([CH3:2])([CH3:3])[CH3:4]. (4) Given the reactants [N:1]1([CH2:7][CH2:8][CH2:9][O:10][C:11]2[CH:16]=[CH:15][C:14]([NH2:17])=[CH:13][CH:12]=2)[CH2:6][CH2:5][CH2:4][CH2:3][CH2:2]1.[CH3:18][C:19]1[CH:27]=[CH:26][CH:25]=[C:24]2[C:20]=1[C:21](=[CH:29]O)[C:22](=[O:28])[NH:23]2, predict the reaction product. The product is: [CH3:18][C:19]1[CH:27]=[CH:26][CH:25]=[C:24]2[C:20]=1[C:21](=[CH:29][NH:17][C:14]1[CH:13]=[CH:12][C:11]([O:10][CH2:9][CH2:8][CH2:7][N:1]3[CH2:2][CH2:3][CH2:4][CH2:5][CH2:6]3)=[CH:16][CH:15]=1)[C:22](=[O:28])[NH:23]2. (5) The product is: [ClH:33].[CH3:32][N:2]([CH3:1])[C:3]1([C:26]2[CH:27]=[CH:28][CH:29]=[CH:30][CH:31]=2)[CH2:8][CH2:7][CH:6]([CH2:9][C:10]([N:12]2[CH2:16][CH2:15][CH:14]([C:17]3[C:25]4[C:20](=[CH:21][CH:22]=[CH:23][CH:24]=4)[NH:19][CH:18]=3)[CH2:13]2)=[O:11])[CH2:5][CH2:4]1. Given the reactants [CH3:1][N:2]([CH3:32])[C:3]1([C:26]2[CH:31]=[CH:30][CH:29]=[CH:28][CH:27]=2)[CH2:8][CH2:7][CH:6]([CH2:9][C:10]([N:12]2[CH2:16][CH2:15][CH:14]([C:17]3[C:25]4[C:20](=[CH:21][CH:22]=[CH:23][CH:24]=4)[NH:19][CH:18]=3)[CH2:13]2)=[O:11])[CH2:5][CH2:4]1.[Cl:33][Si](C)(C)C, predict the reaction product. (6) Given the reactants O([CH2:9][C:10]1[CH:15]=[CH:14][CH:13]=[C:12]([O:16][CH3:17])[CH:11]=1)S(C(F)(F)F)(=O)=O.C(N(C(C)C)C(C)C)C.[CH:27]1[CH2:31][CH2:30][CH2:29][CH:28]=1, predict the reaction product. The product is: [CH2:9]([C@@H:31]1[CH2:30][CH2:29][CH:28]=[CH:27]1)[C:10]1[CH:15]=[CH:14][CH:13]=[C:12]([O:16][CH3:17])[CH:11]=1. (7) Given the reactants FC1C=CC(C2N=CN(C3CCNCC3)C=2C2C=CC3N(C=C(N)N=3)N=2)=CC=1.C([NH:32][C:33]1[N:34]=[C:35]2[CH:40]=[CH:39][C:38]([C:41]3[N:45]([CH:46]4[CH2:51][CH2:50][N:49](C(OC(C)(C)C)=O)[CH2:48][CH2:47]4)[C:44]([CH3:59])=[N:43][C:42]=3[C:60]3[CH:65]=[CH:64][C:63]([F:66])=[CH:62][CH:61]=3)=[N:37][N:36]2[CH:67]=1)(=O)C.Cl, predict the reaction product. The product is: [F:66][C:63]1[CH:64]=[CH:65][C:60]([C:42]2[N:43]=[C:44]([CH3:59])[N:45]([CH:46]3[CH2:51][CH2:50][NH:49][CH2:48][CH2:47]3)[C:41]=2[C:38]2[CH:39]=[CH:40][C:35]3[N:36]([CH:67]=[C:33]([NH2:32])[N:34]=3)[N:37]=2)=[CH:61][CH:62]=1. (8) Given the reactants [C:1]([O:5][C:6]([N:8]1[CH2:17][CH2:16][C:15]2[C:10](=[CH:11][CH:12]=[C:13]([C:18]([O-:20])=O)[CH:14]=2)[CH2:9]1)=[O:7])([CH3:4])([CH3:3])[CH3:2].[K+].C(Cl)CCl.C1C=CC2N(O)N=NC=2C=1.[CH:36]([N:39]1[CH2:45][CH2:44][CH2:43][NH:42][CH2:41][CH2:40]1)([CH3:38])[CH3:37], predict the reaction product. The product is: [C:1]([O:5][C:6]([N:8]1[CH2:17][CH2:16][C:15]2[C:10](=[CH:11][CH:12]=[C:13]([C:18]([N:42]3[CH2:43][CH2:44][CH2:45][N:39]([CH:36]([CH3:38])[CH3:37])[CH2:40][CH2:41]3)=[O:20])[CH:14]=2)[CH2:9]1)=[O:7])([CH3:3])([CH3:2])[CH3:4]. (9) Given the reactants C(CCCN(C)[C@H]([C:12]([NH:14][C@H:15]([C:19]([N:21]([C@@H:23]([C@@H:58]([CH3:61])[CH2:59][CH3:60])[C@H:24]([O:56][CH3:57])[CH2:25][C:26]([N:28]1[CH2:32][CH2:31][CH2:30][C@H:29]1[C@H:33]([O:54][CH3:55])[C@@H:34]([CH3:53])[C:35](=[O:52])[NH:36][C@@:37]1([C:46](=[O:51])[NH:47][CH2:48][CH2:49][CH3:50])[CH2:39][C@@H:38]1[C:40]1[CH:45]=[CH:44][CH:43]=[CH:42][CH:41]=1)=[O:27])[CH3:22])=[O:20])[CH:16]([CH3:18])[CH3:17])=[O:13])C(C)C)(O)=O.Cl.CN(C)[CH2:66][CH2:67][CH2:68][N:69]=[C:70]=NCC.[OH2:75].ON1[C:81]2[CH:82]=[CH:83][CH:84]=C[C:80]=2N=N1.C(N(CC)C(C)C)(C)C.[O:95]=[C:96]1[CH:100]=[CH:99][C:98](=[O:101])[N:97]1[CH2:102][CH2:103][CH2:104][CH2:105][CH2:106][C:107]([NH:109][NH2:110])=[O:108], predict the reaction product. The product is: [O:101]=[C:98]1[CH:99]=[CH:100][C:96](=[O:95])[N:97]1[CH2:102][CH2:103][CH2:104][CH2:105][CH2:106][C:107]([NH:109][NH:110][C:84](=[O:75])[CH2:83][CH2:82][CH2:81][CH2:80][CH:67]([CH3:66])[C@@H:68]([C:12]([NH:14][C@H:15]([C:19]([N:21]([C@@H:23]([C@@H:58]([CH3:61])[CH2:59][CH3:60])[C@H:24]([O:56][CH3:57])[CH2:25][C:26]([N:28]1[CH2:32][CH2:31][CH2:30][C@H:29]1[C@H:33]([O:54][CH3:55])[C@@H:34]([CH3:53])[C:35](=[O:52])[NH:36][C@@:37]1([C:46](=[O:51])[NH:47][CH2:48][CH2:49][CH3:50])[CH2:39][C@@H:38]1[C:40]1[CH:45]=[CH:44][CH:43]=[CH:42][CH:41]=1)=[O:27])[CH3:22])=[O:20])[CH:16]([CH3:17])[CH3:18])=[O:13])[NH:69][CH3:70])=[O:108].